From a dataset of CYP2D6 inhibition data for predicting drug metabolism from PubChem BioAssay. Regression/Classification. Given a drug SMILES string, predict its absorption, distribution, metabolism, or excretion properties. Task type varies by dataset: regression for continuous measurements (e.g., permeability, clearance, half-life) or binary classification for categorical outcomes (e.g., BBB penetration, CYP inhibition). Dataset: cyp2d6_veith. (1) The drug is O=C1CSc2ccc(C(=O)NCCC3=CCCCC3)cc2N1. The result is 0 (non-inhibitor). (2) The drug is O=C(CSc1nc2ccc([N+](=O)[O-])cc2s1)c1ccc2ccccc2c1. The result is 0 (non-inhibitor). (3) The drug is CC(=O)NC(CCS(C)(=O)=O)C(=O)Nc1c(F)cccc1F. The result is 0 (non-inhibitor). (4) The drug is CCOC(=O)CSC1=NC(=O)/C(=C\c2ccc(Cl)cc2)S1. The result is 0 (non-inhibitor).